From a dataset of NCI-60 drug combinations with 297,098 pairs across 59 cell lines. Regression. Given two drug SMILES strings and cell line genomic features, predict the synergy score measuring deviation from expected non-interaction effect. Drug 1: CC1OCC2C(O1)C(C(C(O2)OC3C4COC(=O)C4C(C5=CC6=C(C=C35)OCO6)C7=CC(=C(C(=C7)OC)O)OC)O)O. Drug 2: CCC(=C(C1=CC=CC=C1)C2=CC=C(C=C2)OCCN(C)C)C3=CC=CC=C3.C(C(=O)O)C(CC(=O)O)(C(=O)O)O. Cell line: HOP-92. Synergy scores: CSS=37.7, Synergy_ZIP=0.413, Synergy_Bliss=1.30, Synergy_Loewe=-7.12, Synergy_HSA=2.08.